Dataset: NCI-60 drug combinations with 297,098 pairs across 59 cell lines. Task: Regression. Given two drug SMILES strings and cell line genomic features, predict the synergy score measuring deviation from expected non-interaction effect. (1) Drug 1: C1=CC(=CC=C1C#N)C(C2=CC=C(C=C2)C#N)N3C=NC=N3. Drug 2: C1=NNC2=C1C(=O)NC=N2. Cell line: T-47D. Synergy scores: CSS=9.39, Synergy_ZIP=-2.56, Synergy_Bliss=3.62, Synergy_Loewe=5.72, Synergy_HSA=1.20. (2) Drug 1: CCN(CC)CCNC(=O)C1=C(NC(=C1C)C=C2C3=C(C=CC(=C3)F)NC2=O)C. Drug 2: CC12CCC3C(C1CCC2OP(=O)(O)O)CCC4=C3C=CC(=C4)OC(=O)N(CCCl)CCCl.[Na+]. Cell line: MOLT-4. Synergy scores: CSS=-4.12, Synergy_ZIP=1.08, Synergy_Bliss=-0.861, Synergy_Loewe=-3.49, Synergy_HSA=-3.69. (3) Synergy scores: CSS=-1.72, Synergy_ZIP=-2.49, Synergy_Bliss=-5.62, Synergy_Loewe=-7.64, Synergy_HSA=-6.35. Drug 2: CNC(=O)C1=NC=CC(=C1)OC2=CC=C(C=C2)NC(=O)NC3=CC(=C(C=C3)Cl)C(F)(F)F. Drug 1: CCC(=C(C1=CC=CC=C1)C2=CC=C(C=C2)OCCN(C)C)C3=CC=CC=C3.C(C(=O)O)C(CC(=O)O)(C(=O)O)O. Cell line: HT29. (4) Drug 1: C1CCC(C1)C(CC#N)N2C=C(C=N2)C3=C4C=CNC4=NC=N3. Drug 2: CCCS(=O)(=O)NC1=C(C(=C(C=C1)F)C(=O)C2=CNC3=C2C=C(C=N3)C4=CC=C(C=C4)Cl)F. Cell line: MOLT-4. Synergy scores: CSS=9.48, Synergy_ZIP=-2.37, Synergy_Bliss=-3.41, Synergy_Loewe=-2.20, Synergy_HSA=-2.76. (5) Drug 1: C1=NC2=C(N=C(N=C2N1C3C(C(C(O3)CO)O)O)F)N. Drug 2: CC12CCC3C(C1CCC2O)C(CC4=C3C=CC(=C4)O)CCCCCCCCCS(=O)CCCC(C(F)(F)F)(F)F. Cell line: SNB-19. Synergy scores: CSS=26.7, Synergy_ZIP=-5.53, Synergy_Bliss=1.69, Synergy_Loewe=-8.27, Synergy_HSA=-0.0161.